Regression. Given a peptide amino acid sequence and an MHC pseudo amino acid sequence, predict their binding affinity value. This is MHC class I binding data. From a dataset of Peptide-MHC class I binding affinity with 185,985 pairs from IEDB/IMGT. (1) The peptide sequence is LHSYYTDLI. The MHC is Mamu-B17 with pseudo-sequence Mamu-B17. The binding affinity (normalized) is 0.728. (2) The peptide sequence is KYTHFFSGF. The MHC is HLA-B15:01 with pseudo-sequence HLA-B15:01. The binding affinity (normalized) is 0.0847. (3) The peptide sequence is SYGVTVWEL. The MHC is HLA-A24:02 with pseudo-sequence HLA-A24:02. The binding affinity (normalized) is 0.642. (4) The peptide sequence is AEIRASANLA. The MHC is HLA-B45:01 with pseudo-sequence HLA-B45:01. The binding affinity (normalized) is 0.858.